This data is from Reaction yield outcomes from USPTO patents with 853,638 reactions. The task is: Predict the reaction yield, written as a fraction of the theoretical maximum amount of product (1.0 means a 100% yield; for example, 0.34 means a 34% yield). (1) The product is [C:11]([O:10][C:9]([N:8]([CH2:7][C:5]1[S:6][C:2]([S:24][CH2:25][CH2:26][C:27]([O:29][CH2:30][CH:31]([CH2:36][CH3:37])[CH2:32][CH2:33][CH2:34][CH3:35])=[O:28])=[C:3]([C:17]2[CH:22]=[CH:21][CH:20]=[CH:19][C:18]=2[F:23])[N:4]=1)[CH3:16])=[O:15])([CH3:14])([CH3:13])[CH3:12]. The yield is 0.920. The catalyst is C1(C)C=CC=CC=1.C1C=CC(/C=C/C(/C=C/C2C=CC=CC=2)=O)=CC=1.C1C=CC(/C=C/C(/C=C/C2C=CC=CC=2)=O)=CC=1.C1C=CC(/C=C/C(/C=C/C2C=CC=CC=2)=O)=CC=1.[Pd].[Pd]. The reactants are Br[C:2]1[S:6][C:5]([CH2:7][N:8]([CH3:16])[C:9](=[O:15])[O:10][C:11]([CH3:14])([CH3:13])[CH3:12])=[N:4][C:3]=1[C:17]1[CH:22]=[CH:21][CH:20]=[CH:19][C:18]=1[F:23].[SH:24][CH2:25][CH2:26][C:27]([O:29][CH2:30][CH:31]([CH2:36][CH3:37])[CH2:32][CH2:33][CH2:34][CH3:35])=[O:28].C(=O)([O-])[O-].[Cs+].[Cs+].O. (2) The reactants are [NH2:1][C@@H:2]1[CH2:7][CH2:6][C@H:5]([N:8]2[C:13](=[O:14])[C:12]3[CH:15]=[C:16]([F:19])[CH:17]=[N:18][C:11]=3[N:10]([C:20]3[CH:21]=[C:22]([C:26]4[CH:31]=[CH:30][C:29]([O:32][CH2:33][CH2:34][OH:35])=[CH:28][CH:27]=4)[CH:23]=[CH:24][CH:25]=3)[C:9]2=[O:36])[CH2:4][CH2:3]1.F[P-](F)(F)(F)(F)F.N1(OC(N(C)C)=[N+](C)C)C2N=CC=CC=2N=N1.[F:61][C:62]1[CH:63]=[CH:64][C:65]2[N:66]([CH:68]=[C:69]([C:71](O)=[O:72])[N:70]=2)[CH:67]=1.C(N(C(C)C)C(C)C)C. The catalyst is CN(C)C=O.C(OCC)(=O)C. The product is [F:61][C:62]1[CH:63]=[CH:64][C:65]2[N:66]([CH:68]=[C:69]([C:71]([NH:1][C@H:2]3[CH2:7][CH2:6][C@@H:5]([N:8]4[C:13](=[O:14])[C:12]5[CH:15]=[C:16]([F:19])[CH:17]=[N:18][C:11]=5[N:10]([C:20]5[CH:21]=[C:22]([C:26]6[CH:31]=[CH:30][C:29]([O:32][CH2:33][CH2:34][OH:35])=[CH:28][CH:27]=6)[CH:23]=[CH:24][CH:25]=5)[C:9]4=[O:36])[CH2:4][CH2:3]3)=[O:72])[N:70]=2)[CH:67]=1. The yield is 0.590. (3) The reactants are CN(C)CCCN=C=NCC.O.[C:13]([NH:20][C@H:21]([C:26]([OH:28])=O)[CH2:22][CH:23]([CH3:25])[CH3:24])([O:15][C:16]([CH3:19])([CH3:18])[CH3:17])=[O:14].C(N(C(C)C)CC)(C)C.OC1C2N=NNC=2C=CC=1.[CH2:48]([O:55][C:56]([N:58]1[CH2:64][CH:63]([OH:65])[CH:62]([NH2:66])[CH2:61][CH2:60][CH:59]1[CH3:67])=[O:57])[C:49]1[CH:54]=[CH:53][CH:52]=[CH:51][CH:50]=1. The catalyst is CN(C=O)C.CCOC(C)=O. The product is [CH2:48]([O:55][C:56]([N:58]1[CH2:64][C@H:63]([OH:65])[C@@H:62]([NH:66][C:26](=[O:28])[C@@H:21]([NH:20][C:13]([O:15][C:16]([CH3:17])([CH3:18])[CH3:19])=[O:14])[CH2:22][CH:23]([CH3:24])[CH3:25])[CH2:61][CH2:60][C@H:59]1[CH3:67])=[O:57])[C:49]1[CH:50]=[CH:51][CH:52]=[CH:53][CH:54]=1. The yield is 0.720. (4) The reactants are [C:1]1([C:7]2[CH:8]=[C:9]([C:16](O)=[O:17])[S:10][C:11]=2[C:12]([F:15])([F:14])[F:13])[CH:6]=[CH:5][CH:4]=[CH:3][CH:2]=1. The catalyst is C1COCC1. The product is [OH:17][CH2:16][C:9]1[S:10][C:11]([C:12]([F:15])([F:13])[F:14])=[C:7]([C:1]2[CH:6]=[CH:5][CH:4]=[CH:3][CH:2]=2)[CH:8]=1. The yield is 0.980. (5) The reactants are Cl[CH2:2][C:3]1[CH:8]=[CH:7][C:6]([CH:9]=[CH2:10])=[CH:5][CH:4]=1.[C:11]1(=[O:21])[NH:15][C:14](=[O:16])[C:13]2=[CH:17][CH:18]=[CH:19][CH:20]=[C:12]12.[K]. The yield is 0.460. The catalyst is CN(C=O)C.O. The product is [CH:9]([C:6]1[CH:7]=[CH:8][C:3]([CH2:2][N:15]2[C:11](=[O:21])[C:12]3[C:13](=[CH:17][CH:18]=[CH:19][CH:20]=3)[C:14]2=[O:16])=[CH:4][CH:5]=1)=[CH2:10]. (6) The reactants are [Cl:1][C:2]1[CH:10]=[CH:9][C:5]([C:6]([OH:8])=O)=[C:4]([I:11])[CH:3]=1.[CH3:12][N:13]1[CH2:18][CH2:17][NH:16][CH2:15][CH2:14]1.C(Cl)Cl. The catalyst is S(Cl)(Cl)=O.CN(C=O)C. The product is [Cl:1][C:2]1[CH:10]=[CH:9][C:5]([C:6]([N:16]2[CH2:17][CH2:18][N:13]([CH3:12])[CH2:14][CH2:15]2)=[O:8])=[C:4]([I:11])[CH:3]=1. The yield is 0.610. (7) The reactants are [Br:1][C:2]1[CH:7]=[CH:6][C:5]([OH:8])=[C:4]([N+:9]([O-:11])=[O:10])[N:3]=1.C(=O)([O-])[O-:13].[K+].[K+].[CH3:18][CH2:19][O:20][CH2:21][CH3:22]. The catalyst is CC(C)=O.BrCC(OCC)=O. The product is [CH2:19]([O:20][C:21](=[O:13])[CH2:22][O:8][C:5]1[C:4]([N+:9]([O-:11])=[O:10])=[N:3][C:2]([Br:1])=[CH:7][CH:6]=1)[CH3:18]. The yield is 0.890.